This data is from Reaction yield outcomes from USPTO patents with 853,638 reactions. The task is: Predict the reaction yield, written as a fraction of the theoretical maximum amount of product (1.0 means a 100% yield; for example, 0.34 means a 34% yield). (1) The reactants are [BH4-].[Na+].[F:3][C:4]1[CH:23]=[CH:22][C:7]([C:8]([C:10]2[CH:18]=[CH:17][C:13]([C:14](O)=[O:15])=[CH:12][C:11]=2[C:19](O)=[O:20])=O)=[CH:6][CH:5]=1.S(OC)(OC)(=O)=O.O. The catalyst is C1COCC1. The product is [F:3][C:4]1[CH:23]=[CH:22][C:7]([CH:8]2[C:10]3[C:11](=[CH:12][C:13]([CH2:14][OH:15])=[CH:17][CH:18]=3)[CH2:19][O:20]2)=[CH:6][CH:5]=1. The yield is 0.860. (2) The reactants are [F:1][C:2]1[CH:7]=[CH:6][C:5]([CH:8]2[CH2:17][C:16]3[C:11](=[CH:12][CH:13]=[C:14]([CH3:18])[CH:15]=3)[NH:10][CH2:9]2)=[CH:4][CH:3]=1.Cl.[N:20]([O-])=[O:21].[Na+]. The catalyst is C(O)C.O. The product is [F:1][C:2]1[CH:7]=[CH:6][C:5]([CH:8]2[CH2:17][C:16]3[C:11](=[CH:12][CH:13]=[C:14]([CH3:18])[CH:15]=3)[N:10]([N:20]=[O:21])[CH2:9]2)=[CH:4][CH:3]=1. The yield is 0.890. (3) The reactants are [Cl:1][C:2]1[CH:10]=[CH:9][CH:8]=[CH:7][C:3]=1[C:4]([OH:6])=[O:5].CN(CCN(C)C)C.[Li]C(CC)C.C1CCCCC1.[CH3:30][Si:31](Cl)([CH3:33])[CH3:32].C(O)(=O)CC(CC(O)=O)(C(O)=O)O. The catalyst is C1COCC1. The product is [Cl:1][C:2]1[CH:10]=[CH:9][CH:8]=[C:7]([Si:31]([CH3:33])([CH3:32])[CH3:30])[C:3]=1[C:4]([OH:6])=[O:5]. The yield is 0.630. (4) The reactants are [BH4-].[Na+].[CH:3]([C:5]1[CH:14]=[CH:13][C:12]2[C:7](=[C:8]([C:19]#[N:20])[C:9]([O:15][CH2:16][O:17][CH3:18])=[CH:10][CH:11]=2)[N:6]=1)=[O:4]. The catalyst is C(O)C. The product is [OH:4][CH2:3][C:5]1[CH:14]=[CH:13][C:12]2[C:7](=[C:8]([C:19]#[N:20])[C:9]([O:15][CH2:16][O:17][CH3:18])=[CH:10][CH:11]=2)[N:6]=1. The yield is 0.990. (5) The reactants are C[O:2][C:3]([C:5]1[C:10]([F:11])=[C:9]([F:12])[C:8]([C:13]2[CH:18]=[CH:17][C:16]([C:19]([CH3:27])([CH3:26])[O:20][SiH2:21][C:22]([CH3:25])([CH3:24])[CH3:23])=[CH:15][CH:14]=2)=[C:7]([F:28])[C:6]=1[F:29])=[O:4].[OH-].[Na+]. The catalyst is O1CCCC1. The product is [C:22]([SiH2:21][O:20][C:19]([CH3:27])([CH3:26])[C:16]1[CH:17]=[CH:18][C:13]([C:8]2[C:7]([F:28])=[C:6]([F:29])[C:5]([C:3]([OH:4])=[O:2])=[C:10]([F:11])[C:9]=2[F:12])=[CH:14][CH:15]=1)([CH3:25])([CH3:23])[CH3:24]. The yield is 0.880. (6) The reactants are Br[CH:2]([C:7]1[CH:12]=[CH:11][C:10]([Br:13])=[CH:9][CH:8]=1)[C:3]([O:5][CH3:6])=[O:4].[C:14]1([OH:20])[CH:19]=[CH:18][CH:17]=[CH:16][CH:15]=1.C(=O)([O-])[O-].[Cs+].[Cs+]. The catalyst is CN(C)C=O.[I-].C([N+](CCCC)(CCCC)CCCC)CCC. The product is [Br:13][C:10]1[CH:11]=[CH:12][C:7]([CH:2]([O:20][C:14]2[CH:19]=[CH:18][CH:17]=[CH:16][CH:15]=2)[C:3]([O:5][CH3:6])=[O:4])=[CH:8][CH:9]=1. The yield is 0.610.